This data is from Catalyst prediction with 721,799 reactions and 888 catalyst types from USPTO. The task is: Predict which catalyst facilitates the given reaction. (1) Reactant: [O-][N+:2]1[C:7]2[CH:8]=[CH:9][CH:10]=[CH:11][C:6]=2[N:5]=[C:4]([N:12]2[CH2:17][CH2:16][CH:15]([CH2:18][C:19]([NH:21][C:22]3[C:23]([C:27]([OH:29])=[O:28])=[CH:24][S:25][CH:26]=3)=[O:20])[CH2:14][CH2:13]2)[N:3]=1. Product: [N:2]1[C:7]2[CH:8]=[CH:9][CH:10]=[CH:11][C:6]=2[N:5]=[C:4]([N:12]2[CH2:13][CH2:14][CH:15]([CH2:18][C:19]([NH:21][C:22]3[C:23]([C:27]([OH:29])=[O:28])=[CH:24][S:25][CH:26]=3)=[O:20])[CH2:16][CH2:17]2)[N:3]=1. The catalyst class is: 29. (2) Product: [CH3:25][N:17]([CH2:16][C:4]1[CH:3]=[C:2]([C:28]2[CH:29]=[CH:30][S:26][CH:27]=2)[N:6]([S:7]([C:10]2[CH:11]=[N:12][CH:13]=[CH:14][CH:15]=2)(=[O:9])=[O:8])[CH:5]=1)[C:18](=[O:24])[O:19][C:20]([CH3:23])([CH3:22])[CH3:21]. Reactant: Br[C:2]1[N:6]([S:7]([C:10]2[CH:11]=[N:12][CH:13]=[CH:14][CH:15]=2)(=[O:9])=[O:8])[CH:5]=[C:4]([CH2:16][N:17]([CH3:25])[C:18](=[O:24])[O:19][C:20]([CH3:23])([CH3:22])[CH3:21])[CH:3]=1.[S:26]1[CH:30]=[CH:29][C:28](B(O)O)=[CH:27]1.C(=O)([O-])[O-].[Na+].[Na+]. The catalyst class is: 108.